Task: Predict the reactants needed to synthesize the given product.. Dataset: Full USPTO retrosynthesis dataset with 1.9M reactions from patents (1976-2016) (1) The reactants are: [F:1][C:2]1[CH:3]=[C:4]([CH:6]=[CH:7][C:8]=1[CH3:9])[NH2:5].C(O)(=O)C.[N:14]([O-])=O.[Na+].[Sn](Cl)(Cl)(Cl)Cl. Given the product [F:1][C:2]1[CH:3]=[C:4]([NH:5][NH2:14])[CH:6]=[CH:7][C:8]=1[CH3:9], predict the reactants needed to synthesize it. (2) Given the product [C:1]([O:5][C:6](=[O:39])[C@@H:7]([NH:13][C:14](=[O:15])[NH:16][C@@H:17]([CH2:25][CH2:26][CH2:27][CH2:28][NH:29][C:30](=[O:38])[C:31]1[CH:36]=[CH:35][CH:34]=[C:33]([I:37])[CH:32]=1)[C:18]([O:20][C:21]([CH3:22])([CH3:24])[CH3:23])=[O:19])[CH2:8][CH2:9][C:10](=[O:12])[NH:54][C:43]1[CH:48]=[CH:47][C:46]([S:49](=[O:51])(=[O:50])[NH2:52])=[CH:45][CH:44]=1)([CH3:3])([CH3:4])[CH3:2], predict the reactants needed to synthesize it. The reactants are: [C:1]([O:5][C:6](=[O:39])[C@@H:7]([NH:13][C:14]([NH:16][C@@H:17]([CH2:25][CH2:26][CH2:27][CH2:28][NH:29][C:30](=[O:38])[C:31]1[CH:36]=[CH:35][CH:34]=[C:33]([I:37])[CH:32]=1)[C:18]([O:20][C:21]([CH3:24])([CH3:23])[CH3:22])=[O:19])=[O:15])[CH2:8][CH2:9][C:10]([OH:12])=O)([CH3:4])([CH3:3])[CH3:2].NCC[C:43]1[CH:48]=[CH:47][C:46]([S:49]([NH2:52])(=[O:51])=[O:50])=[CH:45][CH:44]=1.C[N:54](C(ON1N=NC2C=CC=NC1=2)=[N+](C)C)C.F[P-](F)(F)(F)(F)F.CCN(C(C)C)C(C)C. (3) Given the product [Cl:1][C:2]1[N:7]=[C:6]([NH:10][CH:11]2[CH2:12][CH2:13][C:14]3([CH2:19][CH2:18][N:17]([C:20]([O:22][C:23]([CH3:24])([CH3:25])[CH3:26])=[O:21])[CH2:16][CH2:15]3)[CH2:27][CH2:28]2)[C:5]([Cl:9])=[CH:4][N:3]=1, predict the reactants needed to synthesize it. The reactants are: [Cl:1][C:2]1[N:7]=[C:6](Cl)[C:5]([Cl:9])=[CH:4][N:3]=1.[NH2:10][CH:11]1[CH2:28][CH2:27][C:14]2([CH2:19][CH2:18][N:17]([C:20]([O:22][C:23]([CH3:26])([CH3:25])[CH3:24])=[O:21])[CH2:16][CH2:15]2)[CH2:13][CH2:12]1.CCN(CC)CC. (4) The reactants are: N(C(OC(C)(C)C)=O)=NC(OC(C)(C)C)=O.[OH:17][C:18]1[C:27]([O:28][CH3:29])=[CH:26][CH:25]=[C:24]2[C:19]=1[C:20](=[O:38])[N:21](COC(=O)C(C)(C)C)[CH:22]=[N:23]2.C1(P(C2C=CC=CC=2)C2C=CC=CC=2)C=CC=CC=1.O[CH:59]1[CH2:64][CH2:63][N:62]([CH3:65])[CH2:61][CH2:60]1.N. Given the product [CH3:29][O:28][C:27]1[C:18]([O:17][CH:59]2[CH2:64][CH2:63][N:62]([CH3:65])[CH2:61][CH2:60]2)=[C:19]2[C:24](=[CH:25][CH:26]=1)[N:23]=[CH:22][NH:21][C:20]2=[O:38], predict the reactants needed to synthesize it.